Dataset: Forward reaction prediction with 1.9M reactions from USPTO patents (1976-2016). Task: Predict the product of the given reaction. (1) Given the reactants [NH:1]1[CH:5]=[C:4]([C@@H:6]([C:8]2[C:9]([CH3:16])=[C:10]([CH2:14]O)[CH:11]=[CH:12][CH:13]=2)[CH3:7])[N:3]=[CH:2]1.N1C=C([C@H](C2C(C)=C(CO)C=CC=2)C)N=C1, predict the reaction product. The product is: [CH3:14][C:10]1[C:9]([CH3:16])=[C:8]([CH:6]([C:4]2[N:3]=[CH:2][NH:1][CH:5]=2)[CH3:7])[CH:13]=[CH:12][CH:11]=1. (2) Given the reactants C[O:2][C:3]([C:5]1[CH:10]=[CH:9][C:8]([NH:11][C:12](=[O:19])[C:13]2[CH:18]=[CH:17][CH:16]=[CH:15][CH:14]=2)=[CH:7][C:6]=1[NH:20][C:21](=[O:35])[CH2:22][CH:23]([C:25]1[CH:34]=[CH:33][C:32]2[C:27](=[CH:28][CH:29]=[CH:30][CH:31]=2)[CH:26]=1)[CH3:24])=[O:4].[OH-].[Na+], predict the reaction product. The product is: [C:3]([C:5]1[CH:10]=[CH:9][C:8]([NH:11][C:12](=[O:19])[C:13]2[CH:14]=[CH:15][CH:16]=[CH:17][CH:18]=2)=[CH:7][C:6]=1[NH:20][C:21](=[O:35])[CH2:22][CH:23]([C:25]1[CH:34]=[CH:33][C:32]2[C:27](=[CH:28][CH:29]=[CH:30][CH:31]=2)[CH:26]=1)[CH3:24])([OH:4])=[O:2].